Predict the product of the given reaction. From a dataset of Forward reaction prediction with 1.9M reactions from USPTO patents (1976-2016). (1) Given the reactants Cl[C:2]1[CH:3]=[C:4]([CH:8]=[CH:9][N:10]=1)[C:5]([OH:7])=[O:6].[NH:11]1[CH:15]=[CH:14][N:13]=[CH:12]1.Cl, predict the reaction product. The product is: [N:11]1([C:2]2[CH:3]=[C:4]([CH:8]=[CH:9][N:10]=2)[C:5]([OH:7])=[O:6])[CH:15]=[CH:14][N:13]=[CH:12]1. (2) Given the reactants [F:1][C:2]1[CH:10]=[C:9]2[C:5]([CH2:6][CH2:7][N:8]2[CH:11]2[CH2:16][CH2:15][N:14](C(OC(C)(C)C)=O)[CH2:13][CH2:12]2)=[CH:4][CH:3]=1.C(O)(C(F)(F)F)=O.[ClH:31].CCCCCC, predict the reaction product. The product is: [F:1][C:2]1[CH:10]=[C:9]2[C:5]([CH2:6][CH2:7][N:8]2[CH:11]2[CH2:16][CH2:15][NH:14][CH2:13][CH2:12]2)=[CH:4][CH:3]=1.[ClH:31]. (3) Given the reactants Br[C:2]1[CH:3]=[C:4]([NH:10][C:11]2[CH:16]=[CH:15][N:14]=[CH:13][N:12]=2)[C:5](=[O:9])[N:6]([CH3:8])[CH:7]=1.C([O:20][CH2:21][C:22]1[C:27](B2OC(C)(C)C(C)(C)O2)=[CH:26][CH:25]=[CH:24][C:23]=1[N:37]1[CH2:45][C:44]2[C:39](=[CH:40][CH:41]=[C:42]([C:46]([CH3:49])([CH3:48])[CH3:47])[CH:43]=2)[C:38]1=[O:50])(=O)C, predict the reaction product. The product is: [C:46]([C:42]1[CH:43]=[C:44]2[C:39](=[CH:40][CH:41]=1)[C:38](=[O:50])[N:37]([C:23]1[CH:24]=[CH:25][CH:26]=[C:27]([C:2]3[CH:3]=[C:4]([NH:10][C:11]4[CH:16]=[CH:15][N:14]=[CH:13][N:12]=4)[C:5](=[O:9])[N:6]([CH3:8])[CH:7]=3)[C:22]=1[CH2:21][OH:20])[CH2:45]2)([CH3:49])([CH3:47])[CH3:48]. (4) Given the reactants [Cl:1][C:2]1[CH:7]=[CH:6][C:5]([C:8]2[CH:13]=[C:12]([C:14]([F:17])([F:16])[F:15])[N:11]=[C:10]([C:18]#[N:19])[N:9]=2)=[CH:4][CH:3]=1.Cl.[NH2:21][OH:22].C(=O)([O-])[O-].[Na+].[Na+], predict the reaction product. The product is: [Cl:1][C:2]1[CH:3]=[CH:4][C:5]([C:8]2[CH:13]=[C:12]([C:14]([F:16])([F:15])[F:17])[N:11]=[C:10]([C:18]([NH:21][OH:22])=[NH:19])[N:9]=2)=[CH:6][CH:7]=1.